This data is from Experimentally validated miRNA-target interactions with 360,000+ pairs, plus equal number of negative samples. The task is: Binary Classification. Given a miRNA mature sequence and a target amino acid sequence, predict their likelihood of interaction. (1) The miRNA is rno-miR-18a-5p with sequence UAAGGUGCAUCUAGUGCAGAUAG. The protein sequence of the target gene is MMPGETHSAAPGTAADLSRCQGCASLQQNLNEYVEALITLKQKIINTDNLLTEYQKKCDELQFARRENSNLHHQVEEMLQKISPLQKCQEELGSLKAELEEKKSSLKLYQDTHQEYARVKEECLKSDAQKKKLEAKVKKLQEAAVKQTQDFKQLRNEKKILEKEFKKTQERLDEFSKQKNEKELRHIGTQISSDSYGSIDKRKVKLLLKELWLCVNTTHRLPGEGSRCVPEKPAKAITSSRVPGEDGTLPPTQGSPLRTSNVQTCLTKLSMEIKEDFLCQNVEKQSSSGTNCSSDHVFNE.... Result: 0 (no interaction). (2) The miRNA is hsa-miR-377-5p with sequence AGAGGUUGCCCUUGGUGAAUUC. The protein sequence of the target gene is MASPSLERPEKGAGKSEFRNQKPKPENQDESELLTVPDGWKEPAFSKEDNPRGLLEESSFATLFPKYREAYLKECWPLVQKALNEHHVNATLDLIEGSMTVCTTKKTFDPYIIIRARDLIKLLARSVSFEQAVRILQDDVACDIIKIGSLVRNKERFVKRRQRLIGPKGSTLKALELLTNCYIMVQGNTVSAIGPFSGLKEVRKVVLDTMKNIHPIYNIKSLMIKRELAKDSELRSQSWERFLPQFKHKNVNKRKEPKKKTVKKEYTPFPPPQPESQIDKELASGEYFLKANQKKRQKME.... Result: 1 (interaction).